This data is from Catalyst prediction with 721,799 reactions and 888 catalyst types from USPTO. The task is: Predict which catalyst facilitates the given reaction. (1) Reactant: [NH2:1][C:2]1[CH:7]=[CH:6][C:5]([C:8]2[N:13]=[C:12]3[NH:14][N:15]=[C:16]([NH2:17])[C:11]3=[CH:10][CH:9]=2)=[CH:4][CH:3]=1.C(N(CC)CC)C.[Cl:25][C:26]1[C:31]([Cl:32])=[CH:30][CH:29]=[CH:28][C:27]=1[S:33](Cl)(=[O:35])=[O:34].O. Product: [NH2:17][C:16]1[C:11]2[C:12](=[N:13][C:8]([C:5]3[CH:4]=[CH:3][C:2]([NH:1][S:33]([C:27]4[CH:28]=[CH:29][CH:30]=[C:31]([Cl:32])[C:26]=4[Cl:25])(=[O:35])=[O:34])=[CH:7][CH:6]=3)=[CH:9][CH:10]=2)[NH:14][N:15]=1. The catalyst class is: 3. (2) Reactant: [CH3:1][C:2]1[N:3]=[C:4]([C:8]2[C:13]([O:14][C:15]3[C:24]4[C:19](=[CH:20][C:21]([OH:27])=[C:22]([O:25][CH3:26])[CH:23]=4)[N:18]=[CH:17][CH:16]=3)=[CH:12][C:11]([CH3:28])=[C:10]([CH3:29])[N:9]=2)[S:5][C:6]=1[CH3:7].C(=O)([O-])[O-].[K+].[K+].Br[CH2:37][CH2:38][CH2:39][OH:40]. Product: [CH3:1][C:2]1[N:3]=[C:4]([C:8]2[C:13]([O:14][C:15]3[C:24]4[C:19](=[CH:20][C:21]([O:27][CH2:37][CH2:38][CH2:39][OH:40])=[C:22]([O:25][CH3:26])[CH:23]=4)[N:18]=[CH:17][CH:16]=3)=[CH:12][C:11]([CH3:28])=[C:10]([CH3:29])[N:9]=2)[S:5][C:6]=1[CH3:7]. The catalyst class is: 9. (3) Reactant: [CH:1]1[CH:6]=[N:5][CH:4]=[C:3]([C:7]([OH:9])=O)[CH:2]=1.CN1CCOCC1.[CH3:17][CH:18]([CH2:20][C@H:21]([NH2:26])[C:22]([O:24][CH3:25])=[O:23])[CH3:19].Cl. Product: [CH3:25][O:24][C:22](=[O:23])[C:21]([NH2:26])([C:7]([C:3]1[CH:4]=[N:5][CH:6]=[CH:1][CH:2]=1)=[O:9])[CH2:20][CH:18]([CH3:19])[CH3:17]. The catalyst class is: 2.